From a dataset of Full USPTO retrosynthesis dataset with 1.9M reactions from patents (1976-2016). Predict the reactants needed to synthesize the given product. Given the product [C:8]([C:5]1[CH:6]=[CH:7][C:2]([CH2:1][Br:18])=[CH:3][CH:4]=1)(=[O:10])[CH3:9], predict the reactants needed to synthesize it. The reactants are: [CH3:1][C:2]1[CH:7]=[CH:6][C:5]([C:8](=[O:10])[CH3:9])=[CH:4][CH:3]=1.C1C(=O)N([Br:18])C(=O)C1.